This data is from Forward reaction prediction with 1.9M reactions from USPTO patents (1976-2016). The task is: Predict the product of the given reaction. (1) Given the reactants [CH3:1][N:2]([C:4]([NH:6][C:7]1[CH:8]=[CH:9][C:10]([Cl:14])=[C:11]([Cl:13])[CH:12]=1)=[O:5])[CH3:3].[CH3:15][CH2:16][CH2:17][CH2:18][NH:19][C:20]([O:22][CH2:23][C:24]#[C:25][I:26])=[O:21], predict the reaction product. The product is: [CH3:3][N:2]([C:4]([NH:6][C:7]1[CH:8]=[CH:9][C:10]([Cl:14])=[C:11]([Cl:13])[CH:12]=1)=[O:5])[CH3:1].[CH3:15][CH2:16][CH2:17][CH2:18][NH:19][C:20]([O:22][CH2:23][C:24]#[C:25][I:26])=[O:21]. (2) Given the reactants Cl.[CH:2]([N:5]1[C:9]([C:10]2[CH2:15][NH:14][CH2:13][CH2:12][C:11]=2[CH2:16][OH:17])=[CH:8][CH:7]=[N:6]1)([CH3:4])[CH3:3].CCN(CC)CC.[CH3:25][CH2:26][O:27]C(C)=O, predict the reaction product. The product is: [OH:17][CH2:16][C:11]1[CH2:12][CH2:13][N:14]([C:26](=[O:27])[CH3:25])[CH2:15][C:10]=1[C:9]1[N:5]([CH:2]([CH3:4])[CH3:3])[N:6]=[CH:7][CH:8]=1. (3) Given the reactants [F:1][C:2]1[CH:3]=[C:4]([C:8]([CH3:13])([CH3:12])[C:9](O)=[O:10])[CH:5]=[CH:6][CH:7]=1.C(N(CC)CC)C.ClC(OCC)=O.[N-:27]=[N+:28]=[N-:29].[Na+], predict the reaction product. The product is: [F:1][C:2]1[CH:3]=[C:4]([C:8]([CH3:13])([CH3:12])[C:9]([N:27]=[N+:28]=[N-:29])=[O:10])[CH:5]=[CH:6][CH:7]=1. (4) The product is: [CH3:1][C:2]1[CH:6]=[C:5]([NH:7][C:13]2[CH:14]=[C:9]([Cl:8])[N:10]=[C:11]([S:16][C:17]3[CH:22]=[CH:21][C:20]([NH:23][C:24]([CH:26]4[CH2:27][CH2:28][CH2:29][CH2:30]4)=[O:25])=[CH:19][CH:18]=3)[N:12]=2)[NH:4][N:3]=1. Given the reactants [CH3:1][C:2]1[CH:6]=[C:5]([NH2:7])[NH:4][N:3]=1.[Cl:8][C:9]1[CH:14]=[C:13](Cl)[N:12]=[C:11]([S:16][C:17]2[CH:22]=[CH:21][C:20]([NH:23][C:24]([CH:26]3[CH2:30][CH2:29][CH2:28][CH2:27]3)=[O:25])=[CH:19][CH:18]=2)[N:10]=1.C(N(C(C)C)CC)(C)C.CCOC(C)=O, predict the reaction product. (5) Given the reactants [Cl:1][C:2]1[CH:7]=[CH:6][C:5]([N:8]2[C:16]([C:17]3[CH:22]=[CH:21][C:20]([Cl:23])=[CH:19][C:18]=3[Cl:24])=[N:15][C:14]3[C:9]2=[N:10][CH:11]=[N:12][C:13]=3[C:25](=O)[CH3:26])=[CH:4][CH:3]=1.[CH:28]([NH2:31])([CH3:30])[CH3:29].CO.[BH4-].[Na+], predict the reaction product. The product is: [Cl:1][C:2]1[CH:7]=[CH:6][C:5]([N:8]2[C:16]([C:17]3[CH:22]=[CH:21][C:20]([Cl:23])=[CH:19][C:18]=3[Cl:24])=[N:15][C:14]3[C:9]2=[N:10][CH:11]=[N:12][C:13]=3[CH:25]([NH:31][CH:28]([CH3:30])[CH3:29])[CH3:26])=[CH:4][CH:3]=1. (6) Given the reactants [ClH:1].[NH2:2][CH2:3][C:4]1[NH:5][C:6]([C:12]2[CH:21]=[CH:20][CH:19]=[C:18]3[C:13]=2[N:14]=[C:15]([NH:23][C:24]([CH3:27])([CH3:26])[CH3:25])[C:16]([CH3:22])=[N:17]3)=[CH:7][C:8]=1[C:9]([OH:11])=[O:10].C(OC(NCC1NC(C2C=CC=C3C=2N=C(NC2(C)CC2)C(C)=N3)=CC=1C(OCC)=O)=O)(C)(C)C, predict the reaction product. The product is: [ClH:1].[NH2:2][CH2:3][C:4]1[NH:5][C:6]([C:12]2[CH:21]=[CH:20][CH:19]=[C:18]3[C:13]=2[N:14]=[C:15]([NH:23][C:24]2([CH3:27])[CH2:26][CH2:25]2)[C:16]([CH3:22])=[N:17]3)=[CH:7][C:8]=1[C:9]([OH:11])=[O:10]. (7) Given the reactants [CH3:1][C:2]1([CH3:25])[N:6]([C:7]([O:9][C:10]([CH3:13])([CH3:12])[CH3:11])=[O:8])[C@@H:5]([C@H:14]([OH:24])[C@H:15]([C:20]([O:22][CH3:23])=[O:21])[C:16]([F:19])([F:18])[F:17])[CH2:4][O:3]1.N1C(C)=CC=CC=1C.FC(F)(F)S(O[Si:40]([C:43]([CH3:46])([CH3:45])[CH3:44])([CH3:42])[CH3:41])(=O)=O, predict the reaction product. The product is: [Si:40]([O:24][C@@H:14]([C@H:5]1[CH2:4][O:3][C:2]([CH3:25])([CH3:1])[N:6]1[C:7]([O:9][C:10]([CH3:11])([CH3:12])[CH3:13])=[O:8])[C@H:15]([C:20]([O:22][CH3:23])=[O:21])[C:16]([F:19])([F:17])[F:18])([C:43]([CH3:46])([CH3:45])[CH3:44])([CH3:42])[CH3:41]. (8) Given the reactants [CH:1]1([CH2:4][CH2:5][N:6]2[CH:11]=[CH:10][C:9](O)=[C:8]([C:13]#[N:14])[C:7]2=[O:15])[CH2:3][CH2:2]1.O(Br)[Br:17].[P+3], predict the reaction product. The product is: [Br:17][C:9]1[CH:10]=[CH:11][N:6]([CH2:5][CH2:4][CH:1]2[CH2:3][CH2:2]2)[C:7](=[O:15])[C:8]=1[C:13]#[N:14].